From a dataset of Full USPTO retrosynthesis dataset with 1.9M reactions from patents (1976-2016). Predict the reactants needed to synthesize the given product. (1) Given the product [CH:26]1([C:24]2[C:19]3[CH:20]=[CH:21][CH:22]=[CH:23][C:18]=3[CH2:17][N:4]([S:5]([C:8]3[CH:13]=[CH:12][CH:11]=[CH:10][C:9]=3[N+:14]([O-:16])=[O:15])(=[O:7])=[O:6])[CH2:1][CH:2]=2)[CH2:29][CH2:28][CH2:27]1, predict the reactants needed to synthesize it. The reactants are: [CH2:1]([N:4]([CH2:17][C:18]1[CH:23]=[CH:22][CH:21]=[CH:20][C:19]=1[C:24]([CH:26]1[CH2:29][CH2:28][CH2:27]1)=C)[S:5]([C:8]1[CH:13]=[CH:12][CH:11]=[CH:10][C:9]=1[N+:14]([O-:16])=[O:15])(=[O:7])=[O:6])[CH:2]=C. (2) Given the product [Br:2][C:3]1[CH:4]=[C:5]([CH:9]([NH2:14])[C:10]([F:11])([F:12])[F:13])[CH:6]=[N:7][CH:8]=1, predict the reactants needed to synthesize it. The reactants are: Cl.[Br:2][C:3]1[CH:4]=[C:5]([CH:9]([NH:14]S(C(C)(C)C)=O)[C:10]([F:13])([F:12])[F:11])[CH:6]=[N:7][CH:8]=1. (3) Given the product [C:1]([N:4]1[CH2:9][CH2:8][CH:7]([O:10][CH2:18][C:17]2[CH:20]=[CH:21][C:14]([Cl:13])=[CH:15][CH:16]=2)[CH2:6][CH2:5]1)(=[O:3])[CH3:2], predict the reactants needed to synthesize it. The reactants are: [C:1]([N:4]1[CH2:9][CH2:8][CH:7]([OH:10])[CH2:6][CH2:5]1)(=[O:3])[CH3:2].[H-].[Na+].[Cl:13][C:14]1[CH:21]=[CH:20][C:17]([CH2:18]Cl)=[CH:16][CH:15]=1.O. (4) Given the product [Cl:21][C:16]1[CH:17]=[C:18]([Cl:20])[CH:19]=[C:2]([CH:47]2[CH2:48][CH2:43]2)[C:3]=1[CH2:4][NH2:5], predict the reactants needed to synthesize it. The reactants are: Br[C:2]1[CH:19]=[C:18]([Cl:20])[CH:17]=[C:16]([Cl:21])[C:3]=1[CH2:4][N:5]1C(=O)C2C(=CC=CC=2)C1=O.[O-]P([O-])([O-])=O.[K+].[K+].[K+].C1(P([C:43]2[CH:48]=[CH:47]C=CC=2)C2C=CC=CC=2)C=CC=CC=1.C1(B(O)O)CC1.O.NN.[OH-].[Na+]. (5) Given the product [Br:26][CH2:27]/[CH:28]=[CH:29]/[C:30]([NH:20][C:17]1[CH:18]=[C:19]2[C:14](=[CH:15][C:16]=1[O:21][CH2:22][CH2:23][O:24][CH3:25])[N:13]=[CH:12][N:11]=[C:10]2[NH:9][C:4]1[CH:5]=[CH:6][C:7]([F:8])=[C:2]([Cl:1])[CH:3]=1)=[O:31], predict the reactants needed to synthesize it. The reactants are: [Cl:1][C:2]1[CH:3]=[C:4]([NH:9][C:10]2[C:19]3[C:14](=[CH:15][C:16]([O:21][CH2:22][CH2:23][O:24][CH3:25])=[C:17]([NH2:20])[CH:18]=3)[N:13]=[CH:12][N:11]=2)[CH:5]=[CH:6][C:7]=1[F:8].[Br:26][CH2:27]/[CH:28]=[CH:29]/[C:30](Cl)=[O:31].O. (6) The reactants are: [CH:1]([O:4][C:5]([N:7]1[CH2:12][CH2:11][CH:10]([O:13][C:14]2[C:19]([O:20][CH3:21])=[C:18]([NH:22][C:23]3[C:24]([CH3:32])=[N:25][C:26]([CH2:29][CH2:30]O)=[CH:27][CH:28]=3)[N:17]=[CH:16][N:15]=2)[CH2:9][CH2:8]1)=[O:6])([CH3:3])[CH3:2].C1(P(C2C=CC=CC=2)C2C=CC=CC=2)C=CC=CC=1.BrC(Br)(Br)Br.[OH-].[Na+].S(O)(O)(=O)=O.[CH3:64][S:65]C(=N)N. Given the product [CH:1]([O:4][C:5]([N:7]1[CH2:12][CH2:11][CH:10]([O:13][C:14]2[C:19]([O:20][CH3:21])=[C:18]([NH:22][C:23]3[C:24]([CH3:32])=[N:25][C:26]([CH2:29][CH2:30][S:65][CH3:64])=[CH:27][CH:28]=3)[N:17]=[CH:16][N:15]=2)[CH2:9][CH2:8]1)=[O:6])([CH3:3])[CH3:2], predict the reactants needed to synthesize it.